This data is from Reaction yield outcomes from USPTO patents with 853,638 reactions. The task is: Predict the reaction yield, written as a fraction of the theoretical maximum amount of product (1.0 means a 100% yield; for example, 0.34 means a 34% yield). The product is [CH3:9][O:8][C:5]1[N:6]=[N:7][C:2]([C:18]2[CH:19]=[C:20]([CH:25]=[CH:26][C:17]=2[CH3:16])[C:21]([O:23][CH3:24])=[O:22])=[CH:3][C:4]=1[N:10]1[CH2:15][CH2:14][O:13][CH2:12][CH2:11]1. The reactants are Cl[C:2]1[N:7]=[N:6][C:5]([O:8][CH3:9])=[C:4]([N:10]2[CH2:15][CH2:14][O:13][CH2:12][CH2:11]2)[CH:3]=1.[CH3:16][C:17]1[CH:26]=[CH:25][C:20]([C:21]([O:23][CH3:24])=[O:22])=[CH:19][C:18]=1B1OC(C)(C)C(C)(C)O1.CC(C1C=C(C(C)C)C(C2C=CC=CC=2P(C2CCCCC2)C2CCCCC2)=C(C(C)C)C=1)C.[O-]P([O-])([O-])=O.[K+].[K+].[K+]. The yield is 0.550. The catalyst is C1COCC1.